This data is from Full USPTO retrosynthesis dataset with 1.9M reactions from patents (1976-2016). The task is: Predict the reactants needed to synthesize the given product. (1) Given the product [ClH:24].[N+:1]([C:4]1[CH:5]=[CH:6][C:7]([CH2:8][O:9][C:10](=[O:21])[CH2:11][NH:12][CH3:13])=[CH:22][CH:23]=1)([O-:3])=[O:2], predict the reactants needed to synthesize it. The reactants are: [N+:1]([C:4]1[CH:23]=[CH:22][C:7]([CH2:8][O:9][C:10](=[O:21])[CH2:11][N:12](C(OC(C)(C)C)=O)[CH3:13])=[CH:6][CH:5]=1)([O-:3])=[O:2].[ClH:24].C(OCC)C. (2) Given the product [C:13]([O:17][C:18](=[O:28])[NH:19][C@@H:20]1[CH2:25][CH2:24][CH2:23][CH2:22][C@H:21]1[CH2:26][N:9]1[CH2:10][CH2:11][CH2:12][CH:7]([CH2:6][O:5][CH2:2][CH:3]=[CH2:4])[CH2:8]1)([CH3:16])([CH3:14])[CH3:15], predict the reactants needed to synthesize it. The reactants are: Cl.[CH2:2]([O:5][CH2:6][CH:7]1[CH2:12][CH2:11][CH2:10][NH:9][CH2:8]1)[CH:3]=[CH2:4].[C:13]([O:17][C:18](=[O:28])[NH:19][C@@H:20]1[CH2:25][CH2:24][CH2:23][CH2:22][C@H:21]1[CH:26]=O)([CH3:16])([CH3:15])[CH3:14].C(O[BH-](OC(=O)C)OC(=O)C)(=O)C.[Na+]. (3) Given the product [N:52]1[CH:53]=[CH:54][C:55]([NH:56][C:58]2[O:47][C:26]([C:27]([NH:29][C:30]3[CH:31]=[CH:32][C:33]([C@H:36]4[CH2:37][CH2:38][C@H:39]([CH2:42][C:43]([O:45][CH3:46])=[O:44])[CH2:40][CH2:41]4)=[CH:34][CH:35]=3)=[O:28])=[N:24][N:25]=2)=[N:50][CH:51]=1, predict the reactants needed to synthesize it. The reactants are: C1C=C(OC(OC2N=CC=CC=2)=S)N=CC=1.NC1C=CN=CN=1.[NH:24]([C:26](=[O:47])[C:27]([NH:29][C:30]1[CH:35]=[CH:34][C:33]([C@H:36]2[CH2:41][CH2:40][C@H:39]([CH2:42][C:43]([O:45][CH3:46])=[O:44])[CH2:38][CH2:37]2)=[CH:32][CH:31]=1)=[O:28])[NH2:25].CC[N:50]=[C:51]=[N:52][CH2:53][CH2:54][CH2:55][N:56]([CH3:58])C. (4) Given the product [Cl:2][C:3]1[CH:7]=[CH:6][S:5][C:4]=1[CH2:8][C@H:9]([NH:12][C:14]1[N:22]=[CH:21][N:20]=[C:19]2[C:15]=1[N:16]=[CH:17][N:18]2[C@H:23]1[C@H:30]2[C@H:26]([O:27][C:28]([CH3:31])([CH3:32])[O:29]2)[C@@H:25]([CH2:33][F:34])[CH2:24]1)[CH2:10][CH3:11], predict the reactants needed to synthesize it. The reactants are: Cl.[Cl:2][C:3]1[CH:7]=[CH:6][S:5][C:4]=1[CH2:8][C@H:9]([NH2:12])[CH2:10][CH3:11].Cl[C:14]1[N:22]=[CH:21][N:20]=[C:19]2[C:15]=1[N:16]=[CH:17][N:18]2[C@H:23]1[C@H:30]2[C@H:26]([O:27][C:28]([CH3:32])([CH3:31])[O:29]2)[C@@H:25]([CH2:33][F:34])[CH2:24]1.CCN(C(C)C)C(C)C. (5) Given the product [CH:6]1([CH2:7][N:8]2[C:12]([CH2:13][NH2:14])=[CH:11][C:10]([C:15]([F:16])([F:17])[F:18])=[N:9]2)[CH2:19][CH2:20]1, predict the reactants needed to synthesize it. The reactants are: COC1[CH:20]=[CH:19][C:6]([CH2:7][N:8]2[C:12]([CH2:13][NH2:14])=[CH:11][C:10]([C:15]([F:18])([F:17])[F:16])=[N:9]2)=CC=1.CC(OC(OC(OC(C)(C)C)=O)=O)(C)C.